This data is from Catalyst prediction with 721,799 reactions and 888 catalyst types from USPTO. The task is: Predict which catalyst facilitates the given reaction. (1) Reactant: [CH3:1][C:2]1[CH:10]=[CH:9][C:8]2[NH:7][C:6]3[CH2:11][CH2:12][N:13]4[CH:17]([C:5]=3[C:4]=2[CH:3]=1)[CH2:16][CH2:15][CH2:14]4.[H-].[Na+].[F:20][C:21]1[CH:22]=[N:23][CH:24]=[CH:25][C:26]=1[CH:27]1[CH2:29][O:28]1. Product: [F:20][C:21]1[CH:22]=[N:23][CH:24]=[CH:25][C:26]=1[CH:27]([OH:28])[CH2:29][N:7]1[C:8]2[CH:9]=[CH:10][C:2]([CH3:1])=[CH:3][C:4]=2[C:5]2[CH:17]3[N:13]([CH2:12][CH2:11][C:6]1=2)[CH2:14][CH2:15][CH2:16]3. The catalyst class is: 3. (2) Reactant: C1(OP(N=[N+]=[N-])(=O)[O:9][C:10]2C=CC=CC=2)C=CC=CC=1.C([N:22](CC)CC)C.[S:27]1[CH:31]=[CH:30][C:29]([C:32]2(C(O)=O)[CH2:41][CH2:40][C:35]3([O:39][CH2:38][CH2:37][O:36]3)[CH2:34][CH2:33]2)=[CH:28]1. Product: [N:22]([C:32]1([C:29]2[CH:30]=[CH:31][S:27][CH:28]=2)[CH2:33][CH2:34][C:35]2([O:36][CH2:37][CH2:38][O:39]2)[CH2:40][CH2:41]1)=[C:10]=[O:9]. The catalyst class is: 520. (3) Reactant: C(N1CCNCC1C)(OC(C)(C)C)=O.[C:15]([N:22]1[CH2:27][CH2:26][NH:25][C@@H:24]([CH3:28])[CH2:23]1)([O:17][C:18]([CH3:21])([CH3:20])[CH3:19])=[O:16].Cl[C:30]1[N:39]=[C:38]([C:40]2[CH:45]=[CH:44][C:43]([F:46])=[CH:42][C:41]=2[F:47])[C:37]2[C:32](=[CH:33][C:34]([F:48])=[CH:35][CH:36]=2)[N:31]=1.N1CCNCC1. Product: [C:18]([O:17][C:15]([N:22]1[CH2:27][CH2:26][N:25]([C:30]2[N:39]=[C:38]([C:40]3[CH:45]=[CH:44][C:43]([F:46])=[CH:42][C:41]=3[F:47])[C:37]3[C:32](=[CH:33][C:34]([F:48])=[CH:35][CH:36]=3)[N:31]=2)[CH:24]([CH3:28])[CH2:23]1)=[O:16])([CH3:21])([CH3:20])[CH3:19]. The catalyst class is: 11. (4) Reactant: [CH2:1]([NH:5][CH2:6][CH2:7][CH2:8][CH3:9])[CH2:2][CH2:3][CH3:4].[C:10]([OH:14])(=[O:13])[CH:11]=[CH2:12].[NH4+].[OH-].II. Product: [CH2:1]([N:5]([CH2:6][CH2:7][CH2:8][CH3:9])[CH2:12][CH2:11][C:10]([OH:14])=[O:13])[CH2:2][CH2:3][CH3:4]. The catalyst class is: 147. (5) The catalyst class is: 10. Product: [CH2:16]([N:5]([CH2:6][CH2:7][CH2:8][C:9]1[CH:10]=[CH:11][C:12]([F:15])=[CH:13][CH:14]=1)[CH2:4][C@H:3]([OH:18])[C@H:2]([NH:1][C:33]([NH:32][C:28]1[CH:29]=[CH:30][CH:31]=[C:26]([C:25]2[N:21]([CH3:20])[N:22]=[N:23][N:24]=2)[CH:27]=1)=[O:34])[CH3:19])[CH3:17]. Reactant: [NH2:1][C@H:2]([CH3:19])[C@@H:3]([OH:18])[CH2:4][N:5]([CH2:16][CH3:17])[CH2:6][CH2:7][CH2:8][C:9]1[CH:14]=[CH:13][C:12]([F:15])=[CH:11][CH:10]=1.[CH3:20][N:21]1[C:25]([C:26]2[CH:27]=[C:28]([NH:32][C:33](=O)[O:34]C3C=CC=CC=3)[CH:29]=[CH:30][CH:31]=2)=[N:24][N:23]=[N:22]1. (6) Reactant: [CH2:1]([O:8][C:9](=[O:50])[NH:10][C@H:11]([C:13](=[O:49])[NH:14][C@H:15]([C:26](=[O:48])[NH:27][C@@H:28]([CH2:41][C:42]1[CH:47]=[CH:46][CH:45]=[CH:44][CH:43]=1)[CH:29]([OH:40])[C:30](=[O:39])[NH:31][CH2:32][C:33]1[CH:38]=[CH:37][CH:36]=[CH:35][N:34]=1)[CH2:16][C:17]1[C:25]2[C:20](=[CH:21][CH:22]=[CH:23][CH:24]=2)[NH:19][CH:18]=1)[CH3:12])[C:2]1[CH:7]=[CH:6][CH:5]=[CH:4][CH:3]=1.CC(OI1(OC(C)=O)(OC(C)=O)OC(=O)C2C=CC=CC1=2)=O. Product: [CH2:1]([O:8][C:9](=[O:50])[NH:10][C@H:11]([C:13](=[O:49])[NH:14][C@H:15]([C:26](=[O:48])[NH:27][C@@H:28]([CH2:41][C:42]1[CH:47]=[CH:46][CH:45]=[CH:44][CH:43]=1)[C:29](=[O:40])[C:30](=[O:39])[NH:31][CH2:32][C:33]1[CH:38]=[CH:37][CH:36]=[CH:35][N:34]=1)[CH2:16][C:17]1[C:25]2[C:20](=[CH:21][CH:22]=[CH:23][CH:24]=2)[NH:19][CH:18]=1)[CH3:12])[C:2]1[CH:3]=[CH:4][CH:5]=[CH:6][CH:7]=1. The catalyst class is: 4.